Dataset: Catalyst prediction with 721,799 reactions and 888 catalyst types from USPTO. Task: Predict which catalyst facilitates the given reaction. (1) Reactant: S(OOS([O-])(=O)=O)([O-])(=O)=O.[NH4+].[NH4+].O.O.O.O.O.O.O.OP([O-])([O-])=O.[Na+].[Na+].C(S([O-])(=O)=O)CCCCCCC.[Na+].[F:40][C:41]([F:45])=[C:42]([F:44])[F:43].C(F)(F)=C.[F:50][C:51]([F:58])([F:57])[C:52]([F:56])=[C:53]([F:55])[F:54]. Product: [F:50][C:51]([F:58])([F:57])[C:52]([F:56])=[C:53]([F:55])[F:54].[F:40][C:41]([F:45])=[C:42]([F:44])[F:43]. The catalyst class is: 657. (2) Reactant: [C:1]([N:4]1[C:12]2[C:7](=[CH:8][CH:9]=[C:10]([Cl:13])[CH:11]=2)[C:6](=[C:14]([OH:24])[C:15]2[CH:20]=[CH:19][C:18]3[O:21][CH2:22][O:23][C:17]=3[CH:16]=2)[C:5]1=[O:25])(=[O:3])[CH3:2].[CH2:26](N(C(C)C)C(C)C)C.F[B-](F)(F)F.C[O+](C)C. Product: [C:1]([N:4]1[C:12]2[C:7](=[CH:8][CH:9]=[C:10]([Cl:13])[CH:11]=2)[C:6](=[C:14]([O:24][CH3:26])[C:15]2[CH:20]=[CH:19][C:18]3[O:21][CH2:22][O:23][C:17]=3[CH:16]=2)[C:5]1=[O:25])(=[O:3])[CH3:2]. The catalyst class is: 4. (3) Reactant: C([N:8]1[CH2:12][CH:11]2[CH2:13][CH2:14][O:15][CH2:16][CH:10]2[CH2:9]1)C1C=CC=CC=1. Product: [CH2:12]1[NH:8][CH2:9][CH:10]2[CH2:16][O:15][CH2:14][CH2:13][CH:11]12. The catalyst class is: 320. (4) Product: [Cl:18][C:19]1[CH:24]=[CH:23][C:22]([C:7]2[CH:6]=[N:5][N:4]([CH:1]([CH3:2])[CH3:3])[CH:8]=2)=[CH:21][CH:20]=1. Reactant: [CH:1]([N:4]1[CH:8]=[C:7](B2OC(C)(C)C(C)(C)O2)[CH:6]=[N:5]1)([CH3:3])[CH3:2].[Cl:18][C:19]1[CH:24]=[CH:23][C:22](I)=[CH:21][CH:20]=1.[O-]P([O-])([O-])=O.[K+].[K+].[K+]. The catalyst class is: 38. (5) Reactant: [CH:1](=O)[C:2]1[CH:7]=[CH:6][CH:5]=[CH:4][CH:3]=1.[F:9][C:10]1([F:16])[CH2:15][CH2:14][NH:13][CH2:12][CH2:11]1.[C-:17]#[N:18].[Na+].C(O)(=O)C. Product: [F:9][C:10]1([F:16])[CH2:15][CH2:14][N:13]([CH:1]([C:2]2[CH:7]=[CH:6][CH:5]=[CH:4][CH:3]=2)[C:17]#[N:18])[CH2:12][CH2:11]1. The catalyst class is: 5. (6) Reactant: Br[CH2:2][C:3]1[CH:8]=[CH:7][C:6]([C:9]2[CH:10]=[C:11]([C:21]([NH:23][CH2:24][C:25]3[C:26](=[O:33])[NH:27][C:28]([CH3:32])=[CH:29][C:30]=3[CH3:31])=[O:22])[C:12]3[CH:17]=[N:16][N:15]([CH:18]([CH3:20])[CH3:19])[C:13]=3[N:14]=2)=[CH:5][CH:4]=1.[CH3:34][N:35]([CH3:41])[CH2:36][CH2:37][CH2:38][NH:39][CH3:40]. Product: [CH3:31][C:30]1[CH:29]=[C:28]([CH3:32])[NH:27][C:26](=[O:33])[C:25]=1[CH2:24][NH:23][C:21]([C:11]1[C:12]2[CH:17]=[N:16][N:15]([CH:18]([CH3:20])[CH3:19])[C:13]=2[N:14]=[C:9]([C:6]2[CH:5]=[CH:4][C:3]([CH2:2][N:39]([CH2:38][CH2:37][CH2:36][N:35]([CH3:41])[CH3:34])[CH3:40])=[CH:8][CH:7]=2)[CH:10]=1)=[O:22]. The catalyst class is: 3. (7) Reactant: [CH3:1][C:2]1[CH:3]=[C:4]([CH2:8][C:9]([N:11]2[C:19]3[C:14](=[CH:15][C:16]([C:20]4[C:28]5[C:27]([NH2:29])=[N:26][CH:25]=[N:24][C:23]=5[N:22]([CH:30]5[CH2:35][CH2:34][NH:33][CH2:32][CH2:31]5)[CH:21]=4)=[CH:17][CH:18]=3)[CH2:13][CH2:12]2)=[O:10])[CH:5]=[CH:6][CH:7]=1.[C:36](=O)([O-])[O-].[Cs+].[Cs+].IC. Product: [CH3:1][C:2]1[CH:3]=[C:4]([CH2:8][C:9]([N:11]2[C:19]3[C:14](=[CH:15][C:16]([C:20]4[C:28]5[C:27]([NH2:29])=[N:26][CH:25]=[N:24][C:23]=5[N:22]([CH:30]5[CH2:35][CH2:34][N:33]([CH3:36])[CH2:32][CH2:31]5)[CH:21]=4)=[CH:17][CH:18]=3)[CH2:13][CH2:12]2)=[O:10])[CH:5]=[CH:6][CH:7]=1. The catalyst class is: 3.